Dataset: Full USPTO retrosynthesis dataset with 1.9M reactions from patents (1976-2016). Task: Predict the reactants needed to synthesize the given product. (1) Given the product [CH3:1][C@@:2]12[C@H:11]3[CH2:12][CH2:13][C@@:14]4([CH3:20])[C@H:18]([C@@H:10]3[CH2:9][CH:8]=[C:7]1[N:6]([C:27]([O:26][C:23]([CH3:25])([CH3:24])[CH3:22])=[O:28])[C:5](=[O:21])[CH2:4][CH2:3]2)[CH2:17][CH2:16][C:15]4=[O:19], predict the reactants needed to synthesize it. The reactants are: [CH3:1][C@@:2]12[C@H:11]3[CH2:12][CH2:13][C@@:14]4([CH3:20])[C@H:18]([C@@H:10]3[CH2:9][CH:8]=[C:7]1[NH:6][C:5](=[O:21])[CH2:4][CH2:3]2)[CH2:17][CH2:16][C:15]4=[O:19].[CH3:22][C:23]([O:26][C:27](O[C:27]([O:26][C:23]([CH3:25])([CH3:24])[CH3:22])=[O:28])=[O:28])([CH3:25])[CH3:24].O. (2) Given the product [OH:29][C@H:30]([CH2:32][OH:33])[CH2:31][N:20]1[C:19]2[CH:21]=[CH:22][C:23]([C:25]([OH:27])=[O:26])=[CH:24][C:18]=2[N:17]=[C:16]1[C:12]1[CH:13]=[CH:14][C:15]2[N:3]([CH2:1][CH3:2])[C:4]3[C:9]([C:10]=2[CH:11]=1)=[CH:8][CH:7]=[CH:6][CH:5]=3, predict the reactants needed to synthesize it. The reactants are: [CH2:1]([N:3]1[C:15]2[CH:14]=[CH:13][C:12]([C:16]3[NH:20][C:19]4[CH:21]=[CH:22][C:23]([C:25]([O:27]C)=[O:26])=[CH:24][C:18]=4[N:17]=3)=[CH:11][C:10]=2[C:9]2[C:4]1=[CH:5][CH:6]=[CH:7][CH:8]=2)[CH3:2].[O:29]1[CH2:31][C@@H:30]1[CH2:32][OH:33]. (3) Given the product [CH2:1]([O:8][C:9]1[CH:14]=[CH:13][CH:12]=[CH:11][C:10]=1[C:15]1[N:20]=[C:19]([NH:51][CH2:44][C:45]2[CH:50]=[CH:49][CH:48]=[CH:47][CH:46]=2)[C:18]([C:22]#[N:23])=[C:17]([CH:24]2[CH2:29][CH2:28][CH2:27][N:26]([C:30]([O:32][C:33]([CH3:36])([CH3:35])[CH3:34])=[O:31])[CH2:25]2)[CH:16]=1)[C:2]1[CH:7]=[CH:6][CH:5]=[CH:4][CH:3]=1, predict the reactants needed to synthesize it. The reactants are: [CH2:1]([O:8][C:9]1[CH:14]=[CH:13][CH:12]=[CH:11][C:10]=1[C:15]1[N:20]=[C:19](Br)[C:18]([C:22]#[N:23])=[C:17]([CH:24]2[CH2:29][CH2:28][CH2:27][N:26]([C:30]([O:32][C:33]([CH3:36])([CH3:35])[CH3:34])=[O:31])[CH2:25]2)[CH:16]=1)[C:2]1[CH:7]=[CH:6][CH:5]=[CH:4][CH:3]=1.C(N(CC)CC)C.[CH2:44]([NH2:51])[C:45]1[CH:50]=[CH:49][CH:48]=[CH:47][CH:46]=1. (4) Given the product [Cl:24][C:19]1[CH:20]=[CH:21][CH:22]=[CH:23][C:18]=1[N:10]1[C:11]([C:13]2[N:17]=[CH:16][NH:15][N:14]=2)=[CH:12][C:8]([C:6]2[CH:5]=[CH:4][N:3]=[C:2]([NH:28][C:25](=[O:27])[CH3:26])[CH:7]=2)=[N:9]1, predict the reactants needed to synthesize it. The reactants are: Cl[C:2]1[CH:7]=[C:6]([C:8]2[CH:12]=[C:11]([C:13]3[N:17]=[CH:16][NH:15][N:14]=3)[N:10]([C:18]3[CH:23]=[CH:22][CH:21]=[CH:20][C:19]=3[Cl:24])[N:9]=2)[CH:5]=[CH:4][N:3]=1.[C:25]([NH2:28])(=[O:27])[CH3:26].CC1(C)C2C(=C(P(C3C=CC=CC=3)C3C=CC=CC=3)C=CC=2)OC2C(P(C3C=CC=CC=3)C3C=CC=CC=3)=CC=CC1=2.C(=O)([O-])[O-].[Cs+].[Cs+].